Predict the reaction yield, written as a fraction of the theoretical maximum amount of product (1.0 means a 100% yield; for example, 0.34 means a 34% yield). From a dataset of Reaction yield outcomes from USPTO patents with 853,638 reactions. The reactants are [CH2:1]([NH:8][C:9](=[O:21])[CH:10]([OH:20])[C:11]1[CH:16]=[CH:15][C:14]([OH:17])=[C:13]([O:18][CH3:19])[CH:12]=1)[CH2:2][CH2:3][CH2:4][CH2:5][CH2:6][CH3:7]. The catalyst is C(Cl)(Cl)Cl.[O-2].[Mn+2]. The product is [CH2:1]([NH:8][C:9](=[O:21])[C:10]([C:11]1[CH:16]=[CH:15][C:14]([OH:17])=[C:13]([O:18][CH3:19])[CH:12]=1)=[O:20])[CH2:2][CH2:3][CH2:4][CH2:5][CH2:6][CH3:7]. The yield is 0.300.